This data is from Catalyst prediction with 721,799 reactions and 888 catalyst types from USPTO. The task is: Predict which catalyst facilitates the given reaction. (1) Reactant: [F:1][C:2]([F:13])([F:12])[C:3]1[CH:4]=[C:5]([CH:9]=[CH:10][CH:11]=1)[C:6]([OH:8])=[O:7].[N+:14]([O-])([O-:16])=[O:15].[K+]. Product: [N+:14]([C:9]1[CH:10]=[CH:11][C:3]([C:2]([F:12])([F:13])[F:1])=[CH:4][C:5]=1[C:6]([OH:8])=[O:7])([O-:16])=[O:15]. The catalyst class is: 82. (2) Reactant: [CH:1]1[C:10]2[C:5](=[CH:6][CH:7]=[CH:8][CH:9]=2)[CH:4]=[CH:3][C:2]=1[OH:11].[OH-].[Na+].O.Cl[CH2:16][CH2:17][OH:18]. Product: [CH:1]1[C:10]2[C:5](=[CH:6][CH:7]=[CH:8][CH:9]=2)[CH:4]=[CH:3][C:2]=1[O:11][CH2:16][CH2:17][OH:18]. The catalyst class is: 4. (3) Reactant: [NH2:1][C:2]1[CH:3]=[C:4]([NH:8][C:9](=[O:15])OC(C)(C)C)[CH:5]=[CH:6][CH:7]=1.[CH3:16][CH2:17]N(CC)CC.C(Cl)(=O)C=C.C(O)(C(F)(F)F)=O. Product: [NH2:1][C:2]1[CH:3]=[C:4]([NH:8][C:9](=[O:15])[CH:16]=[CH2:17])[CH:5]=[CH:6][CH:7]=1. The catalyst class is: 2.